From a dataset of Reaction yield outcomes from USPTO patents with 853,638 reactions. Predict the reaction yield, written as a fraction of the theoretical maximum amount of product (1.0 means a 100% yield; for example, 0.34 means a 34% yield). The reactants are [CH3:1][S:2][C:3]1[N:8]=[C:7]([CH2:9][C:10](=[O:12])[CH3:11])[CH:6]=[CH:5][N:4]=1.[CH3:13][N:14]([CH:16](OC)OC)[CH3:15]. No catalyst specified. The product is [CH3:13][N:14]([CH3:16])[CH:15]=[C:9]([C:7]1[CH:6]=[CH:5][N:4]=[C:3]([S:2][CH3:1])[N:8]=1)[C:10](=[O:12])[CH3:11]. The yield is 0.490.